Dataset: Reaction yield outcomes from USPTO patents with 853,638 reactions. Task: Predict the reaction yield, written as a fraction of the theoretical maximum amount of product (1.0 means a 100% yield; for example, 0.34 means a 34% yield). (1) The reactants are [CH2:1]([N:8]([CH2:19][C:20]1[CH:25]=[CH:24][CH:23]=[CH:22][CH:21]=1)[C:9]1([C:12]2[CH:17]=[CH:16][C:15](Br)=[CH:14][CH:13]=2)[CH2:11][CH2:10]1)[C:2]1[CH:7]=[CH:6][CH:5]=[CH:4][CH:3]=1.[CH3:26][Si:27]([C:30]#[CH:31])([CH3:29])[CH3:28]. The catalyst is C(N(CC)CC)C.[Cu]I.Cl[Pd](Cl)([P](C1C=CC=CC=1)(C1C=CC=CC=1)C1C=CC=CC=1)[P](C1C=CC=CC=1)(C1C=CC=CC=1)C1C=CC=CC=1. The product is [CH2:1]([N:8]([CH2:19][C:20]1[CH:25]=[CH:24][CH:23]=[CH:22][CH:21]=1)[C:9]1([C:12]2[CH:17]=[CH:16][C:15]([C:31]#[C:30][Si:27]([CH3:29])([CH3:28])[CH3:26])=[CH:14][CH:13]=2)[CH2:11][CH2:10]1)[C:2]1[CH:7]=[CH:6][CH:5]=[CH:4][CH:3]=1. The yield is 0.880. (2) The reactants are [OH-].[K+].[N+:3]([C:6]1[CH:11]=[CH:10][CH:9]=[CH:8][C:7]=1[S:12]([NH:15][C:16]1[CH:21]=[CH:20][CH:19]=[CH:18][CH:17]=1)(=[O:14])=[O:13])([O-:5])=[O:4].[Br:22][C:23]1[CH:24]=[CH:25][C:26]2[N:27]([CH2:37][CH2:38][CH2:39]Br)[C:28]3[C:33]([C:34]=2[CH:35]=1)=[CH:32][C:31]([Br:36])=[CH:30][CH:29]=3. The catalyst is CN(C=O)C.CCOC(C)=O. The product is [Br:36][C:31]1[CH:30]=[CH:29][C:28]2[N:27]([CH2:37][CH2:38][CH2:39][N:15]([C:16]3[CH:17]=[CH:18][CH:19]=[CH:20][CH:21]=3)[S:12]([C:7]3[CH:8]=[CH:9][CH:10]=[CH:11][C:6]=3[N+:3]([O-:5])=[O:4])(=[O:14])=[O:13])[C:26]3[C:34]([C:33]=2[CH:32]=1)=[CH:35][C:23]([Br:22])=[CH:24][CH:25]=3. The yield is 0.355.